Dataset: Reaction yield outcomes from USPTO patents with 853,638 reactions. Task: Predict the reaction yield, written as a fraction of the theoretical maximum amount of product (1.0 means a 100% yield; for example, 0.34 means a 34% yield). (1) The reactants are [CH:1]1([C:4]2[C:13]3[C:8](=[CH:9][CH:10]=[CH:11][CH:12]=3)[C:7]([N+:14]([O-])=O)=[CH:6][CH:5]=2)[CH2:3][CH2:2]1. The catalyst is C(O)C.[Pd]. The product is [NH2:14][C:7]1[C:8]2[C:13](=[CH:12][CH:11]=[CH:10][CH:9]=2)[C:4]([CH:1]2[CH2:3][CH2:2]2)=[CH:5][CH:6]=1. The yield is 0.730. (2) The reactants are [H-].[Na+].[NH2:3][C:4]1[N:11]=[CH:10][C:9]([CH2:12][N:13]2[CH2:18][C@@H:17]([CH3:19])[O:16][C@@H:15]([CH3:20])[CH2:14]2)=[CH:8][C:5]=1[C:6]#[N:7].Cl[C:22]([O:24][CH2:25][CH3:26])=[O:23].C(=O)(O)[O-].[Na+]. The catalyst is C1COCC1. The product is [C:6]([C:5]1[C:4]([NH:3][C:22](=[O:23])[O:24][CH2:25][CH3:26])=[N:11][CH:10]=[C:9]([CH2:12][N:13]2[CH2:14][C@@H:15]([CH3:20])[O:16][C@@H:17]([CH3:19])[CH2:18]2)[CH:8]=1)#[N:7]. The yield is 0.800. (3) The reactants are C(O)(=O)C(C)O.C([O:9][C:10](=[O:20])[C@H:11]([CH2:13][C:14]1[CH:19]=[CH:18][CH:17]=[CH:16][CH:15]=1)[NH2:12])C. The catalyst is C(O)(C)C. The product is [NH2:12][C@H:11]([C:10]([OH:20])=[O:9])[CH2:13][C:14]1[CH:19]=[CH:18][CH:17]=[CH:16][CH:15]=1. The yield is 0.800. (4) The reactants are [CH2:1]([O:3][C:4](=[O:22])[CH2:5][NH:6][CH2:7][CH2:8][NH:9][S:10]([C:13]1[S:14][C:15]2[CH:21]=[CH:20][CH:19]=[CH:18][C:16]=2[N:17]=1)(=[O:12])=[O:11])[CH3:2].[CH3:23][O:24][C:25]1[CH:46]=[CH:45][C:28]([CH2:29][O:30][C:31]([NH:33][C:34]2[CH:39]=[CH:38][N:37]([CH2:40][C:41](O)=[O:42])[C:36](=[O:44])[N:35]=2)=[O:32])=[CH:27][CH:26]=1. No catalyst specified. The product is [CH2:1]([O:3][C:4](=[O:22])[CH2:5][N:6]([CH2:7][CH2:8][NH:9][S:10]([C:13]1[S:14][C:15]2[CH:21]=[CH:20][CH:19]=[CH:18][C:16]=2[N:17]=1)(=[O:12])=[O:11])[C:41](=[O:42])[CH2:40][N:37]1[CH:38]=[CH:39][C:34]([NH:33][C:31]([O:30][CH2:29][C:28]2[CH:45]=[CH:46][C:25]([O:24][CH3:23])=[CH:26][CH:27]=2)=[O:32])=[N:35][C:36]1=[O:44])[CH3:2]. The yield is 0.870. (5) The reactants are [C:1]([C:3]1[C:4](=[O:15])[NH:5][C:6]([CH3:14])=[CH:7][C:8]=1[C:9]([O:11][CH2:12][CH3:13])=[O:10])#[N:2].F[B-](F)(F)F.[CH3:21][O+](C)C.[OH-].[Na+]. The catalyst is C(Cl)Cl. The product is [C:1]([C:3]1[C:4]([O:15][CH3:21])=[N:5][C:6]([CH3:14])=[CH:7][C:8]=1[C:9]([O:11][CH2:12][CH3:13])=[O:10])#[N:2]. The yield is 0.790. (6) The reactants are [CH3:1][N:2]1[CH:6]=[C:5]([C:7]2[CH:12]=[CH:11][CH:10]=[CH:9][CH:8]=2)[CH:4]=[C:3]1[C:13]([O:15]CC)=[O:14].[OH-].[Na+]. The catalyst is CO. The product is [CH3:1][N:2]1[CH:6]=[C:5]([C:7]2[CH:12]=[CH:11][CH:10]=[CH:9][CH:8]=2)[CH:4]=[C:3]1[C:13]([OH:15])=[O:14]. The yield is 0.797. (7) The reactants are Br[C:2]1[C:3]([NH2:9])=[N:4][C:5](=[O:8])[NH:6][CH:7]=1.[NH:10]1[CH2:15][CH2:14][CH2:13][CH2:12][CH2:11]1.C(Cl)Cl. The catalyst is O. The product is [NH2:9][C:3]1[NH:4][C:5](=[O:8])[N:6]=[CH:7][C:2]=1[N:10]1[CH2:15][CH2:14][CH2:13][CH2:12][CH2:11]1. The yield is 0.890.